This data is from Full USPTO retrosynthesis dataset with 1.9M reactions from patents (1976-2016). The task is: Predict the reactants needed to synthesize the given product. (1) Given the product [OH:32][NH:31][C:21]([C:19]1[CH:18]=[CH:17][C:15]2[CH2:16][N:10]([C:8]([C:2]3([CH3:1])[CH2:3][CH2:4][O:5][CH2:6][CH2:7]3)=[O:9])[C@@H:11]([C:25]3[CH:30]=[CH:29][CH:28]=[CH:27][CH:26]=3)[CH2:12][O:13][C:14]=2[CH:20]=1)=[O:22], predict the reactants needed to synthesize it. The reactants are: [CH3:1][C:2]1([C:8]([N:10]2[CH2:16][C:15]3[CH:17]=[CH:18][C:19]([C:21](OC)=[O:22])=[CH:20][C:14]=3[O:13][CH2:12][C@@H:11]2[C:25]2[CH:30]=[CH:29][CH:28]=[CH:27][CH:26]=2)=[O:9])[CH2:7][CH2:6][O:5][CH2:4][CH2:3]1.[NH2:31][OH:32].[OH-].[Na+]. (2) Given the product [CH3:26][N:27]1[CH2:28][CH2:29][N:30]([C:33]2[CH:39]=[CH:38][C:36]([NH:37][C:2]3[C:3]4[NH:16][N:15]=[CH:14][C:4]=4[N:5]=[C:6]([C:8]4[CH:9]=[CH:10][N:11]=[CH:12][CH:13]=4)[N:7]=3)=[CH:35][CH:34]=2)[CH2:31][CH2:32]1, predict the reactants needed to synthesize it. The reactants are: Cl[C:2]1[C:3]2[C:4](=[CH:14][N:15](CC3C=CC(OC)=CC=3)[N:16]=2)[N:5]=[C:6]([C:8]2[CH:13]=[CH:12][N:11]=[CH:10][CH:9]=2)[N:7]=1.[CH3:26][N:27]1[CH2:32][CH2:31][N:30]([C:33]2[CH:39]=[CH:38][C:36]([NH2:37])=[CH:35][CH:34]=2)[CH2:29][CH2:28]1.Cl.